From a dataset of Forward reaction prediction with 1.9M reactions from USPTO patents (1976-2016). Predict the product of the given reaction. (1) Given the reactants C([N:4]1[C:12]2[C:7](=[CH:8][C:9]([N+:13]([O-:15])=[O:14])=[CH:10][CH:11]=2)[C:6](=[C:16](OCC)[C:17]2[CH:22]=[CH:21][CH:20]=[CH:19][CH:18]=2)[C:5]1=[O:26])(=O)C.[CH3:27][N:28]([CH2:30][C:31]1[CH:32]=[C:33]([CH:35]=[CH:36][CH:37]=1)[NH2:34])[CH3:29].[OH-].[Na+], predict the reaction product. The product is: [CH3:29][N:28]([CH2:30][C:31]1[CH:32]=[C:33]([NH:34]/[C:16](=[C:6]2\[C:5](=[O:26])[NH:4][C:12]3[C:7]\2=[CH:8][C:9]([N+:13]([O-:15])=[O:14])=[CH:10][CH:11]=3)/[C:17]2[CH:18]=[CH:19][CH:20]=[CH:21][CH:22]=2)[CH:35]=[CH:36][CH:37]=1)[CH3:27]. (2) Given the reactants [N:1]1[CH:6]=[CH:5][CH:4]=[N:3][C:2]=1[N:7]1[CH2:12][CH2:11][CH:10]([C:13]([OH:15])=O)[CH2:9][CH2:8]1.BrC1N=CC=CN=1.[N:23]1[CH:28]=[CH:27][N:26]=[CH:25][C:24]=1[NH2:29], predict the reaction product. The product is: [N:23]1[CH:28]=[CH:27][N:26]=[CH:25][C:24]=1[NH:29][C:13]([CH:10]1[CH2:9][CH2:8][N:7]([C:2]2[N:1]=[CH:6][CH:5]=[CH:4][N:3]=2)[CH2:12][CH2:11]1)=[O:15]. (3) The product is: [O:24]=[C:19]1[NH:20][C:21](=[O:23])[C:22](=[CH:1][C:3]2[O:7][C:6]([C:8]3[CH:9]=[CH:10][C:11]([S:14]([NH2:17])(=[O:15])=[O:16])=[CH:12][CH:13]=3)=[CH:5][CH:4]=2)[S:18]1. Given the reactants [CH:1]([C:3]1[O:7][C:6]([C:8]2[CH:13]=[CH:12][C:11]([S:14]([NH2:17])(=[O:16])=[O:15])=[CH:10][CH:9]=2)=[CH:5][CH:4]=1)=O.[S:18]1[CH2:22][C:21](=[O:23])[NH:20][C:19]1=[O:24].N1CCCCC1, predict the reaction product.